Task: Regression. Given a peptide amino acid sequence and an MHC pseudo amino acid sequence, predict their binding affinity value. This is MHC class I binding data.. Dataset: Peptide-MHC class I binding affinity with 185,985 pairs from IEDB/IMGT (1) The peptide sequence is VTNVYVKF. The MHC is Mamu-B52 with pseudo-sequence Mamu-B52. The binding affinity (normalized) is 0.371. (2) The peptide sequence is SDNGILCPT. The MHC is HLA-B40:01 with pseudo-sequence HLA-B40:01. The binding affinity (normalized) is 0. (3) The peptide sequence is LIDLQELGKY. The MHC is HLA-A26:01 with pseudo-sequence HLA-A26:01. The binding affinity (normalized) is 0.360. (4) The peptide sequence is TPARVTGGV. The MHC is H-2-Ld with pseudo-sequence H-2-Ld. The binding affinity (normalized) is 0.0880.